This data is from Full USPTO retrosynthesis dataset with 1.9M reactions from patents (1976-2016). The task is: Predict the reactants needed to synthesize the given product. (1) Given the product [F:34][C:35]1([F:41])[CH2:40][CH2:39][N:38]([C:12]2[N:11]=[C:10]([F:22])[C:9]3[O:8][C:5]4[C:4]([C@@:15]5([CH2:19][O:18][C:17]([NH2:20])=[N:16]5)[C:14]=3[CH:13]=2)=[CH:3][C:2]([C:26]2[CH:27]=[N:28][CH:29]=[C:24]([F:23])[CH:25]=2)=[CH:7][CH:6]=4)[CH2:37][CH2:36]1, predict the reactants needed to synthesize it. The reactants are: Br[C:2]1[CH:3]=[C:4]2[C@@:15]3([CH2:19][O:18][C:17]([NH2:20])=[N:16]3)[C:14]3[CH:13]=[C:12](Cl)[N:11]=[C:10]([F:22])[C:9]=3[O:8][C:5]2=[CH:6][CH:7]=1.[F:23][C:24]1[CH:25]=[C:26](B(O)O)[CH:27]=[N:28][CH:29]=1.Cl.[F:34][C:35]1([F:41])[CH2:40][CH2:39][NH:38][CH2:37][CH2:36]1. (2) Given the product [C:8]([C:6]1[CH:5]=[C:4]([N+:12]([O-:14])=[O:13])[C:3]2[O:15][C:16]([CH3:17])=[N:1][C:2]=2[CH:7]=1)([CH3:9])([CH3:10])[CH3:11], predict the reactants needed to synthesize it. The reactants are: [NH2:1][C:2]1[CH:7]=[C:6]([C:8]([CH3:11])([CH3:10])[CH3:9])[CH:5]=[C:4]([N+:12]([O-:14])=[O:13])[C:3]=1[OH:15].[C:16](OCC)(OCC)(OCC)[CH3:17].